Dataset: TCR-epitope binding with 47,182 pairs between 192 epitopes and 23,139 TCRs. Task: Binary Classification. Given a T-cell receptor sequence (or CDR3 region) and an epitope sequence, predict whether binding occurs between them. (1) The epitope is KLSYGIATV. The TCR CDR3 sequence is CASGGLAVYEQYF. Result: 1 (the TCR binds to the epitope). (2) The epitope is KLWAQCVQL. Result: 1 (the TCR binds to the epitope). The TCR CDR3 sequence is CASSTPLYEQYF. (3) The epitope is LEPLVDLPI. The TCR CDR3 sequence is CASSPGSTDTQYF. Result: 0 (the TCR does not bind to the epitope). (4) The epitope is KPLEFGATSAAL. The TCR CDR3 sequence is CATHPDRGLSYEQYF. Result: 1 (the TCR binds to the epitope). (5) The epitope is EIYKRWII. The TCR CDR3 sequence is CASNLGTTGELFF. Result: 0 (the TCR does not bind to the epitope). (6) The epitope is KLSYGIATV. The TCR CDR3 sequence is CSVDPLGTNEKLFF. Result: 1 (the TCR binds to the epitope). (7) The epitope is GLIYNRMGAVTTEV. The TCR CDR3 sequence is CAWRRSSTEAFF. Result: 0 (the TCR does not bind to the epitope).